From a dataset of NCI-60 drug combinations with 297,098 pairs across 59 cell lines. Regression. Given two drug SMILES strings and cell line genomic features, predict the synergy score measuring deviation from expected non-interaction effect. Drug 1: C1=CN(C(=O)N=C1N)C2C(C(C(O2)CO)O)O.Cl. Drug 2: C1C(C(OC1N2C=NC3=C(N=C(N=C32)Cl)N)CO)O. Cell line: SNB-75. Synergy scores: CSS=8.51, Synergy_ZIP=-2.54, Synergy_Bliss=-1.20, Synergy_Loewe=-0.0334, Synergy_HSA=-0.0925.